This data is from Catalyst prediction with 721,799 reactions and 888 catalyst types from USPTO. The task is: Predict which catalyst facilitates the given reaction. (1) Reactant: [CH3:1][C:2]1([CH3:21])[C:6]([CH3:8])([CH3:7])[O:5][B:4]([C:9]2[CH:14]=[CH:13][C:12]([NH:15][S:16]([CH:19]=[CH2:20])(=[O:18])=[O:17])=[CH:11][CH:10]=2)[O:3]1.[CH2:22]([NH:24][CH2:25][CH3:26])[CH3:23].C(OCC)(=O)C.ClCCl. Product: [CH3:8][C:6]1([CH3:7])[C:2]([CH3:21])([CH3:1])[O:3][B:4]([C:9]2[CH:10]=[CH:11][C:12]([NH:15][S:16]([CH2:19][CH2:20][N:24]([CH2:25][CH3:26])[CH2:22][CH3:23])(=[O:18])=[O:17])=[CH:13][CH:14]=2)[O:5]1. The catalyst class is: 5. (2) The catalyst class is: 2. Reactant: [F:1][C:2]1[CH:18]=[C:17]([N+:19]([O-:21])=[O:20])[CH:16]=[CH:15][C:3]=1[O:4][C:5]1[CH:10]=[CH:9][N:8]=[CH:7][C:6]=1[C:11]#[C:12][CH2:13][NH2:14].Cl[CH2:23][C:24](Cl)=[O:25].[NH:27]1[CH2:31][CH2:30][CH2:29][C:28]1=O. Product: [F:1][C:2]1[CH:18]=[C:17]([N+:19]([O-:21])=[O:20])[CH:16]=[CH:15][C:3]=1[O:4][C:5]1[CH:10]=[CH:9][N:8]=[CH:7][C:6]=1[C:11]#[C:12][CH2:13][NH:14][C:24](=[O:25])[CH2:23][N:27]1[CH2:31][CH2:30][CH2:29][CH2:28]1.